Dataset: Forward reaction prediction with 1.9M reactions from USPTO patents (1976-2016). Task: Predict the product of the given reaction. (1) Given the reactants [Cl:1][C:2]1[CH:8]=[C:7]([O:9][C:10]2[C:19]3[C:14](=[CH:15][C:16]([O:22][CH3:23])=[C:17]([O:20][CH3:21])[CH:18]=3)[N:13]=[CH:12][N:11]=2)[CH:6]=[CH:5][C:3]=1[NH2:4].C1(C)C=CC=CC=1.C(N(CC)CC)C.Cl[C:39](Cl)([O:41]C(=O)OC(Cl)(Cl)Cl)Cl.[F:50][C:51]1[CH:59]=[C:58]([F:60])[C:57]([F:61])=[CH:56][C:52]=1[CH:53]([OH:55])[CH3:54], predict the reaction product. The product is: [Cl:1][C:2]1[CH:8]=[C:7]([O:9][C:10]2[C:19]3[C:14](=[CH:15][C:16]([O:22][CH3:23])=[C:17]([O:20][CH3:21])[CH:18]=3)[N:13]=[CH:12][N:11]=2)[CH:6]=[CH:5][C:3]=1[NH:4][C:39](=[O:41])[O:55][CH:53]([C:52]1[CH:56]=[C:57]([F:61])[C:58]([F:60])=[CH:59][C:51]=1[F:50])[CH3:54]. (2) Given the reactants [F:1][C:2]([F:30])([F:29])[C:3]1[CH:4]=[C:5]([CH:22]=[C:23]([C:25]([F:28])([F:27])[F:26])[CH:24]=1)[CH2:6][N:7]([CH2:20][CH3:21])[C:8]1[CH:15]=[CH:14][C:13]([C:16]([F:19])([F:18])[F:17])=[CH:12][C:9]=1[CH:10]=O.[Cl-].[OH:32][NH3+:33].C([O-])(=O)C.[Na+].O, predict the reaction product. The product is: [F:1][C:2]([F:30])([F:29])[C:3]1[CH:4]=[C:5]([CH:22]=[C:23]([C:25]([F:28])([F:27])[F:26])[CH:24]=1)[CH2:6][N:7]([CH2:20][CH3:21])[C:8]1[CH:15]=[CH:14][C:13]([C:16]([F:19])([F:18])[F:17])=[CH:12][C:9]=1[CH:10]=[N:33][OH:32]. (3) The product is: [F:1][C:2]1[CH:7]=[C:6]([CH2:8][OH:9])[CH:5]=[CH:4][C:3]=1[C:10]1[CH:11]=[CH:12][CH:13]=[CH:14][CH:15]=1. Given the reactants [F:1][C:2]1[CH:7]=[C:6]([CH:8]=[O:9])[CH:5]=[CH:4][C:3]=1[C:10]1[CH:15]=[CH:14][CH:13]=[CH:12][CH:11]=1.[BH4-].[Na+].[OH-].[Na+], predict the reaction product. (4) Given the reactants [F:1][C:2]1[C:7]([F:8])=[CH:6][CH:5]=[CH:4][C:3]=1[C:9]1[N:17]=[C:12]2[CH:13]=[N:14][NH:15][CH:16]=[C:11]2[N:10]=1.Cl[CH2:19][C:20]1[O:24][N:23]=[C:22]([C:25]2[CH:30]=[CH:29][C:28]([O:31][CH3:32])=[CH:27][CH:26]=2)[N:21]=1, predict the reaction product. The product is: [F:1][C:2]1[C:7]([F:8])=[CH:6][CH:5]=[CH:4][C:3]=1[C:9]1[N:17]=[C:12]2[CH:13]=[N:14][N:15]([CH2:19][C:20]3[O:24][N:23]=[C:22]([C:25]4[CH:30]=[CH:29][C:28]([O:31][CH3:32])=[CH:27][CH:26]=4)[N:21]=3)[CH:16]=[C:11]2[N:10]=1. (5) Given the reactants [CH:1]1[C:7](=[O:8])[NH:6][C:4](=[O:5])[N:3]([C@@H:9]2[O:13][C@H:12]([CH2:14][O:15][P:16]([O:19][P:20]([OH:23])([OH:22])=[O:21])([OH:18])=[O:17])[C@@H:11]([OH:24])[C@H:10]2[OH:25])[CH:2]=1.OC1O[C@H](CO)[C@@H](O)[C@H](O)[C@H]1NS(O)(=O)=O.OC1O[C@H](CO)[C@@H](O)[C@H](O)[C@H]1NS(O)(=O)=O.C1C(=O)NC(=O)N([C@@H]2O[C@H](COP(OP(O)(O)=O)(O)=O)[C@@H](O)[C@H]2O)C=1.O[CH:84]1[O:91][C@H:90]([CH2:92][O:93]N=[N+]=[N-])[C@@H:88]([OH:89])[C@H:86]([OH:87])[C@H:85]1[NH:97][C:98]([CH3:100])=[O:99], predict the reaction product. The product is: [CH3:100][C:98]([NH:97][C@H:85]1[C@@H:84]([O:21][P:20]([O:19][P:16]([O:15][CH2:14][C@H:12]2[O:13][C@@H:9]([N:3]3[C:4](=[O:5])[NH:6][C:7](=[O:8])[CH:1]=[CH:2]3)[C@H:10]([OH:25])[C@@H:11]2[OH:24])([OH:18])=[O:17])([OH:22])=[O:23])[O:91][C@H:90]([CH2:92][OH:93])[C@@H:88]([OH:89])[C@@H:86]1[OH:87])=[O:99].